Dataset: Full USPTO retrosynthesis dataset with 1.9M reactions from patents (1976-2016). Task: Predict the reactants needed to synthesize the given product. (1) The reactants are: CN(C)CCO.[Li]CCCC.[CH3:12][N:13]([CH3:20])[C:14]1[CH:19]=[CH:18][CH:17]=[CH:16][N:15]=1.[CH2:21]([Sn:25](Cl)([CH2:30][CH2:31][CH2:32][CH3:33])[CH2:26][CH2:27][CH2:28][CH3:29])[CH2:22][CH2:23][CH3:24]. Given the product [CH3:12][N:13]([CH3:20])[C:14]1[CH:19]=[CH:18][CH:17]=[C:16]([Sn:25]([CH2:26][CH2:27][CH2:28][CH3:29])([CH2:30][CH2:31][CH2:32][CH3:33])[CH2:21][CH2:22][CH2:23][CH3:24])[N:15]=1, predict the reactants needed to synthesize it. (2) Given the product [CH3:29][C@H:30]([O:34][C:35]1[N:43]=[C:42]2[C:38]([N:39]=[C:40]([O:53][CH3:54])[N:41]2[CH2:44][CH2:45][CH2:46][CH:47]2[CH2:52][CH2:51][N:50]([CH:5]([CH3:6])[CH3:4])[CH2:49][CH2:48]2)=[C:37]([NH2:55])[N:36]=1)[CH2:31][CH2:32][CH3:33], predict the reactants needed to synthesize it. The reactants are: C(N1CC[CH2:6][CH:5](CCN2C(OC)=NC3C2=NC(O[C@@H](C)CCC)=NC=3N)[CH2:4]1)C.[CH3:29][C@H:30]([O:34][C:35]1[N:43]=[C:42]2[C:38]([N:39]=[C:40]([O:53][CH3:54])[N:41]2[CH2:44][CH2:45][CH2:46][CH:47]2[CH2:52][CH2:51][NH:50][CH2:49][CH2:48]2)=[C:37]([NH2:55])[N:36]=1)[CH2:31][CH2:32][CH3:33].IC(C)C. (3) Given the product [O:1]=[C:2]1[CH2:7][CH2:6][CH2:5][CH2:4][C:3]1([CH2:14][CH2:20][C:19]([OH:22])=[O:21])[C:8]1[CH:13]=[CH:12][CH:11]=[CH:10][CH:9]=1, predict the reactants needed to synthesize it. The reactants are: [O:1]=[C:2]1[CH2:7][CH2:6][CH2:5][CH2:4][C:3]1([CH2:14]CC#N)[C:8]1[CH:13]=[CH:12][CH:11]=[CH:10][CH:9]=1.O.[C:19]([OH:22])(=[O:21])[CH3:20]. (4) Given the product [CH2:2]([N:9]1[CH2:10][C@H:11]([CH2:17][CH3:18])[NH:12][CH2:13][C@H:14]1[CH3:15])[C:3]1[CH:4]=[CH:5][CH:6]=[CH:7][CH:8]=1, predict the reactants needed to synthesize it. The reactants are: B.[CH2:2]([N:9]1[C@H:14]([CH3:15])[C:13](=O)[NH:12][C@@H:11]([CH2:17][CH3:18])[C:10]1=O)[C:3]1[CH:8]=[CH:7][CH:6]=[CH:5][CH:4]=1.CO.Cl. (5) Given the product [Cl:1][C:2]1[N:7]=[C:6]([O:8][CH3:9])[C:5]([C:10]([CH3:27])([CH2:16][C:34]#[N:35])[C:11]([O:13][CH2:14][CH3:15])=[O:12])=[CH:4][CH:3]=1, predict the reactants needed to synthesize it. The reactants are: [Cl:1][C:2]1[N:7]=[C:6]([O:8][CH3:9])[C:5]([CH:10]([CH3:16])[C:11]([O:13][CH2:14][CH3:15])=[O:12])=[CH:4][CH:3]=1.C[Si]([N-][Si](C)(C)C)(C)C.[Li+].[CH2:27]1COCC1.BrC[C:34]#[N:35].